This data is from Full USPTO retrosynthesis dataset with 1.9M reactions from patents (1976-2016). The task is: Predict the reactants needed to synthesize the given product. Given the product [F:35][C:36]1([F:43])[CH2:41][CH2:40][CH:39]([O:34][C:31]2[CH:32]=[CH:33][C:28]([N:4]3[C:5](=[O:27])[C:6]([CH2:12][C:13]4[CH:18]=[CH:17][C:16]([C:19]5[C:20]([C:25]#[N:26])=[CH:21][CH:22]=[CH:23][CH:24]=5)=[CH:15][CH:14]=4)=[C:7]([CH2:9][CH2:10][CH3:11])[N:8]=[C:3]3[CH2:1][CH3:2])=[CH:29][CH:30]=2)[CH2:38][CH2:37]1, predict the reactants needed to synthesize it. The reactants are: [CH2:1]([C:3]1[N:4]([C:28]2[CH:33]=[CH:32][C:31]([OH:34])=[CH:30][CH:29]=2)[C:5](=[O:27])[C:6]([CH2:12][C:13]2[CH:18]=[CH:17][C:16]([C:19]3[C:20]([C:25]#[N:26])=[CH:21][CH:22]=[CH:23][CH:24]=3)=[CH:15][CH:14]=2)=[C:7]([CH2:9][CH2:10][CH3:11])[N:8]=1)[CH3:2].[F:35][C:36]1([F:43])[CH2:41][CH2:40][CH:39](O)[CH2:38][CH2:37]1.N(C(OC(C)C)=O)=NC(OC(C)C)=O.C1(P(C2C=CC=CC=2)C2C=CC=CC=2)C=CC=CC=1.